Dataset: Full USPTO retrosynthesis dataset with 1.9M reactions from patents (1976-2016). Task: Predict the reactants needed to synthesize the given product. (1) Given the product [CH3:25][O:24][C:7]1[CH:6]=[CH:5][C:4]2[N:3]=[C:2]([NH:40][C:37]3[CH:38]=[CH:39][C:33]4[N:30]5[CH2:31][CH2:32][N:27]([CH3:26])[CH2:28][C:29]5=[N:35][C:34]=4[CH:36]=3)[C:11]3=[N:12][NH:13][CH:14]=[C:10]3[C:9]=2[CH:8]=1, predict the reactants needed to synthesize it. The reactants are: Cl[C:2]1[C:11]2=[N:12][N:13](CC3C=CC(OC)=CC=3)[CH:14]=[C:10]2[C:9]2[CH:8]=[C:7]([O:24][CH3:25])[CH:6]=[CH:5][C:4]=2[N:3]=1.[CH3:26][N:27]1[CH2:32][CH2:31][N:30]2[C:33]3[CH:39]=[CH:38][C:37]([NH2:40])=[CH:36][C:34]=3[N:35]=[C:29]2[CH2:28]1.Cl. (2) Given the product [F:25][C:26]([F:31])([F:30])[C:27]([OH:29])=[O:28].[F:17][C:13]1[CH:14]=[C:15]2[C:10](=[CH:11][C:12]=1[O:18][CH:19]1[CH2:20][CH2:21][O:22][CH2:23][CH2:24]1)[CH2:9][NH:8][CH2:16]2, predict the reactants needed to synthesize it. The reactants are: C(OC([N:8]1[CH2:16][C:15]2[C:10](=[CH:11][C:12]([O:18][CH:19]3[CH2:24][CH2:23][O:22][CH2:21][CH2:20]3)=[C:13]([F:17])[CH:14]=2)[CH2:9]1)=O)(C)(C)C.[F:25][C:26]([F:31])([F:30])[C:27]([OH:29])=[O:28]. (3) Given the product [CH2:18]([O:20][C:21]([C:23]1[C:24](=[O:34])[NH:25][C:26]2[C:31]([CH:32]=1)=[CH:30][C:29](/[CH:5]=[CH:4]/[C:3](=[O:6])[N:2]([CH3:1])[CH2:7][C:8]1[S:12][C:11]3[CH:13]=[CH:14][CH:15]=[CH:16][C:10]=3[C:9]=1[CH3:17])=[CH:28][N:27]=2)=[O:22])[CH3:19], predict the reactants needed to synthesize it. The reactants are: [CH3:1][N:2]([CH2:7][C:8]1[S:12][C:11]2[CH:13]=[CH:14][CH:15]=[CH:16][C:10]=2[C:9]=1[CH3:17])[C:3](=[O:6])[CH:4]=[CH2:5].[CH2:18]([O:20][C:21]([C:23]1[C:24](=[O:34])[NH:25][C:26]2[C:31]([CH:32]=1)=[CH:30][C:29](Br)=[CH:28][N:27]=2)=[O:22])[CH3:19].CCN(C(C)C)C(C)C. (4) Given the product [F:1][CH:2]([F:10])[C:3]1[CH:4]=[C:5]([NH:6][C:12]([NH2:13])=[O:11])[CH:7]=[CH:8][CH:9]=1, predict the reactants needed to synthesize it. The reactants are: [F:1][CH:2]([F:10])[C:3]1[CH:4]=[C:5]([CH:7]=[CH:8][CH:9]=1)[NH2:6].[O-:11][C:12]#[N:13].[Na+].